Dataset: Catalyst prediction with 721,799 reactions and 888 catalyst types from USPTO. Task: Predict which catalyst facilitates the given reaction. (1) Reactant: [Cl:1][C:2]1[CH:9]=[C:8]([Cl:10])[CH:7]=[CH:6][C:3]=1[CH:4]=[O:5].[CH2:11]([Li])[CH:12]([CH3:14])[CH3:13].[Cl-].[NH4+]. Product: [Cl:1][C:2]1[CH:9]=[C:8]([Cl:10])[CH:7]=[CH:6][C:3]=1[CH:4]([OH:5])[CH2:11][CH:12]([CH3:14])[CH3:13]. The catalyst class is: 1. (2) Reactant: [O:1]1[CH2:6][CH2:5][CH:4]([C:7]([C:9]2[S:13][C:12]([NH2:14])=[N:11][C:10]=2[C:15]2[O:16][CH:17]=[CH:18][CH:19]=2)=[O:8])[CH2:3][CH2:2]1.[CH3:20][N:21]([CH3:31])[C:22]1[CH:30]=[CH:29][C:25]([C:26](O)=[O:27])=[CH:24][CH:23]=1.CCN=C=NCCCN(C)C.Cl.O.ON1C2C=CC=CC=2N=N1. Product: [CH3:20][N:21]([CH3:31])[C:22]1[CH:30]=[CH:29][C:25]([C:26]([NH:14][C:12]2[S:13][C:9]([C:7]([CH:4]3[CH2:5][CH2:6][O:1][CH2:2][CH2:3]3)=[O:8])=[C:10]([C:15]3[O:16][CH:17]=[CH:18][CH:19]=3)[N:11]=2)=[O:27])=[CH:24][CH:23]=1. The catalyst class is: 18. (3) Reactant: [NH2:1][C:2]1[C:3]([NH:12][C:13](=O)[CH2:14][CH2:15][CH3:16])=[C:4]([CH:9]=[CH:10][CH:11]=1)[C:5]([O:7][CH3:8])=[O:6]. Product: [CH2:14]([C:13]1[NH:1][C:2]2[CH:11]=[CH:10][CH:9]=[C:4]([C:5]([O:7][CH3:8])=[O:6])[C:3]=2[N:12]=1)[CH2:15][CH3:16]. The catalyst class is: 15.